Dataset: Forward reaction prediction with 1.9M reactions from USPTO patents (1976-2016). Task: Predict the product of the given reaction. (1) Given the reactants C(=O)([O-])[O-].[Na+].[Na+].[F:7][C:8]1[CH:9]=[C:10]([N:14]2[CH2:18][CH2:17][CH:16]([O:19][C:20]3[CH:25]=[CH:24][C:23]([CH:26]4[CH:31]([O:32][CH2:33][C:34]5[CH:35]=[CH:36][C:37]6[O:42][CH2:41][CH2:40][N:39]([CH2:43][CH2:44][CH2:45][O:46][CH3:47])[C:38]=6[CH:48]=5)[CH2:30][NH:29][CH2:28][CH:27]4[OH:49])=[CH:22][CH:21]=3)[CH2:15]2)[CH:11]=[CH:12][CH:13]=1.[C:50]1([CH3:60])[CH:55]=[CH:54][C:53]([S:56](Cl)(=[O:58])=[O:57])=[CH:52][CH:51]=1, predict the reaction product. The product is: [F:7][C:8]1[CH:9]=[C:10]([N:14]2[CH2:18][CH2:17][CH:16]([O:19][C:20]3[CH:21]=[CH:22][C:23]([CH:26]4[CH:31]([O:32][CH2:33][C:34]5[CH:35]=[CH:36][C:37]6[O:42][CH2:41][CH2:40][N:39]([CH2:43][CH2:44][CH2:45][O:46][CH3:47])[C:38]=6[CH:48]=5)[CH2:30][N:29]([S:56]([C:53]5[CH:54]=[CH:55][C:50]([CH3:60])=[CH:51][CH:52]=5)(=[O:58])=[O:57])[CH2:28][CH:27]4[OH:49])=[CH:24][CH:25]=3)[CH2:15]2)[CH:11]=[CH:12][CH:13]=1. (2) Given the reactants [CH3:1][O:2][C:3]1([CH3:15])[CH2:14][CH2:13][C:6]2([NH:10]C(=O)N[C:7]2=[O:12])[CH2:5][CH2:4]1.[OH-:16].[K+].[ClH:18], predict the reaction product. The product is: [ClH:18].[NH2:10][C:6]1([C:7]([OH:12])=[O:16])[CH2:5][CH2:4][C:3]([O:2][CH3:1])([CH3:15])[CH2:14][CH2:13]1. (3) Given the reactants [F:1][C:2]([F:24])([F:23])[S:3]([O:6][C:7]1[CH:12]=[CH:11][C:10]([C:13]2[CH:22]=[CH:21][CH:20]=[C:19]3[C:14]=2[CH:15]=[CH:16][N:17]=[CH:18]3)=[CH:9][CH:8]=1)(=[O:5])=[O:4].BrC1C=CC=C2C=1N=CC=C2, predict the reaction product. The product is: [F:23][C:2]([F:1])([F:24])[S:3]([O:6][C:7]1[CH:12]=[CH:11][C:10]([C:13]2[CH:22]=[CH:21][CH:20]=[C:19]3[C:18]=2[N:17]=[CH:16][CH:15]=[CH:14]3)=[CH:9][CH:8]=1)(=[O:5])=[O:4]. (4) Given the reactants [ClH:1].[NH2:2][C@@H:3]1[CH2:5][C@H:4]1[C:6]1[CH:7]=[C:8]([CH:18]=[CH:19][CH:20]=1)[C:9]([NH:11][CH:12]1[CH2:15][C:14]([F:17])([F:16])[CH2:13]1)=[O:10].[F:21][C:22]1([F:29])[CH2:27][CH2:26][C:25](=O)[CH2:24][CH2:23]1.C(=O)([O-])O.[Na+], predict the reaction product. The product is: [ClH:1].[F:17][C:14]1([F:16])[CH2:13][CH:12]([NH:11][C:9](=[O:10])[C:8]2[CH:18]=[CH:19][CH:20]=[C:6]([C@@H:4]3[CH2:5][C@H:3]3[NH:2][CH:25]3[CH2:26][CH2:27][C:22]([F:29])([F:21])[CH2:23][CH2:24]3)[CH:7]=2)[CH2:15]1. (5) The product is: [CH:1]1([N:13]2[CH2:30][CH2:29][C:16]3([N:20]([C:21]4[CH:26]=[CH:25][CH:24]=[CH:23][CH:22]=4)[CH2:19][CH2:18][CH2:17]3)[CH2:15][CH2:14]2)[C:11]2=[C:12]3[C:7](=[CH:8][CH:9]=[CH:10]2)[CH:6]=[CH:5][CH:4]=[C:3]3[CH2:2]1.[CH:1]1([N:13]2[CH2:30][CH2:29][C:16]3([N:20]([C:21]4[CH:22]=[CH:23][CH:24]=[CH:25][CH:26]=4)[CH2:19][CH2:18][CH:17]3[OH:28])[CH2:15][CH2:14]2)[C:11]2=[C:12]3[C:7](=[CH:8][CH:9]=[CH:10]2)[CH:6]=[CH:5][CH:4]=[C:3]3[CH2:2]1. Given the reactants [CH:1]1([N:13]2[CH2:30][CH2:29][C:16]3([N:20]([C:21]4[CH:26]=[CH:25][CH:24]=[CH:23][CH:22]=4)[C:19](=O)[CH2:18][C:17]3=[O:28])[CH2:15][CH2:14]2)[C:11]2=[C:12]3[C:7](=[CH:8][CH:9]=[CH:10]2)[CH:6]=[CH:5][CH:4]=[C:3]3[CH2:2]1.[H-].[Al+3].[Li+].[H-].[H-].[H-], predict the reaction product.